This data is from Full USPTO retrosynthesis dataset with 1.9M reactions from patents (1976-2016). The task is: Predict the reactants needed to synthesize the given product. (1) Given the product [CH:11]([N:8]1[CH:7]=[N:6][C:5]2[C:9]1=[N:10][C:2]([NH:31][C@@H:32]([CH2:36][CH3:37])[C@H:33]([OH:35])[CH3:34])=[N:3][C:4]=2[NH:14][CH2:15][C:16]1[CH:21]=[CH:20][CH:19]=[CH:18][N:17]=1)([CH3:13])[CH3:12], predict the reactants needed to synthesize it. The reactants are: F[C:2]1[N:10]=[C:9]2[C:5]([N:6]=[CH:7][N:8]2[CH:11]([CH3:13])[CH3:12])=[C:4]([NH:14][CH2:15][C:16]2[CH:21]=[CH:20][CH:19]=[CH:18][N:17]=2)[N:3]=1.CCN(C(C)C)C(C)C.[NH2:31][C@@H:32]([CH2:36][CH3:37])[C@H:33]([OH:35])[CH3:34]. (2) Given the product [O:18]=[C:7]1[CH:6]([CH2:5][C:4]([O:3][CH2:1][CH3:2])=[O:19])[CH2:10][CH2:9][NH:8]1, predict the reactants needed to synthesize it. The reactants are: [CH2:1]([O:3][C:4](=[O:19])[CH2:5][CH:6]1[CH2:10][CH2:9][N:8](C(OC(C)(C)C)=O)[C:7]1=[O:18])[CH3:2]. (3) Given the product [CH3:16][N:17]([CH3:42])[C@@H:18]1[CH2:22][CH2:21][N:20]([C:23]2[CH:28]=[CH:27][C:26]([N:29]3[CH2:38][CH2:37][C:36]4[C:31](=[CH:32][CH:33]=[C:34]([O:6][S:7]([C:10]([F:11])([F:12])[F:13])(=[O:8])=[O:9])[CH:35]=4)[C:30]3=[O:40])=[CH:25][C:24]=2[F:41])[CH2:19]1, predict the reactants needed to synthesize it. The reactants are: FC(F)(F)S([O:6][S:7]([C:10]([F:13])([F:12])[F:11])(=[O:9])=[O:8])(=O)=O.[CH3:16][N:17]([CH3:42])[C@@H:18]1[CH2:22][CH2:21][N:20]([C:23]2[CH:28]=[CH:27][C:26]([N:29]3[CH2:38][CH2:37][C:36]4[C:31](=[CH:32][CH:33]=[C:34](O)[CH:35]=4)[C:30]3=[O:40])=[CH:25][C:24]=2[F:41])[CH2:19]1.N1C=CC=CC=1. (4) Given the product [Cl:32][C:26]1[CH:27]=[N:28][CH:29]=[C:30]([Cl:31])[C:25]=1[NH:24][C:18]1[C:17]2[C:22](=[C:13]([O:12][CH2:11][CH2:10][CH2:9][CH2:8][CH2:7][N:2]([CH3:1])[CH2:3][CH2:4][CH3:5])[C:14]([O:33][CH3:34])=[CH:15][CH:16]=2)[O:21][C:20](=[O:23])[CH:19]=1, predict the reactants needed to synthesize it. The reactants are: [CH3:1][NH:2][CH2:3][CH2:4][CH3:5].Br[CH2:7][CH2:8][CH2:9][CH2:10][CH2:11][O:12][C:13]1[C:14]([O:33][CH3:34])=[CH:15][CH:16]=[C:17]2[C:22]=1[O:21][C:20](=[O:23])[CH:19]=[C:18]2[NH:24][C:25]1[C:30]([Cl:31])=[CH:29][N:28]=[CH:27][C:26]=1[Cl:32]. (5) Given the product [O:1]=[C:2]1[C:11]([CH2:12][C:13]([OH:15])=[O:14])=[C:10]([C:18]2[CH:23]=[CH:22][CH:21]=[CH:20][CH:19]=2)[C:9]2[C:4](=[CH:5][C:6]3[C:26](=[O:27])[O:25][CH2:24][C:7]=3[CH:8]=2)[O:3]1, predict the reactants needed to synthesize it. The reactants are: [O:1]=[C:2]1[C:11]([CH2:12][C:13]([O:15]CC)=[O:14])=[C:10]([C:18]2[CH:23]=[CH:22][CH:21]=[CH:20][CH:19]=2)[C:9]2[C:4](=[CH:5][C:6]3[C:26](=[O:27])[O:25][CH2:24][C:7]=3[CH:8]=2)[O:3]1.Cl. (6) Given the product [NH:10]1[C:11]2[CH2:17][CH2:16][CH2:15][CH2:14][CH2:13][C:12]=2[C:8]([C:6]([OH:7])=[O:5])=[N:9]1, predict the reactants needed to synthesize it. The reactants are: [OH-].[Na+].C([O:5][C:6]([C:8]1[C:12]2[CH2:13][CH2:14][CH2:15][CH2:16][CH2:17][C:11]=2[NH:10][N:9]=1)=[O:7])C. (7) Given the product [Br:1][C:2]1[CH:3]=[C:4]2[C:9](=[CH:10][C:11]=1[O:12][CH3:13])[N+:8]([O-:14])=[CH:7][CH:6]=[CH:5]2, predict the reactants needed to synthesize it. The reactants are: [Br:1][C:2]1[CH:3]=[C:4]2[C:9](=[CH:10][C:11]=1[O:12][CH3:13])[N:8]=[CH:7][CH:6]=[CH:5]2.[OH:14]O. (8) Given the product [CH:8]1([NH:11][C:12]([C:14]2[CH:15]=[CH:16][C:17]([CH3:33])=[C:18]([NH:20][C:21](=[O:32])[C:22]3[CH:27]=[C:26]([N:5]4[CH2:6][CH2:7][CH:2]([OH:1])[CH2:3][CH2:4]4)[CH:25]=[CH:24][C:23]=3[N+:29]([O-:31])=[O:30])[CH:19]=2)=[O:13])[CH2:10][CH2:9]1, predict the reactants needed to synthesize it. The reactants are: [OH:1][CH:2]1[CH2:7][CH2:6][NH:5][CH2:4][CH2:3]1.[CH:8]1([NH:11][C:12]([C:14]2[CH:15]=[CH:16][C:17]([CH3:33])=[C:18]([NH:20][C:21](=[O:32])[C:22]3[CH:27]=[C:26](F)[CH:25]=[CH:24][C:23]=3[N+:29]([O-:31])=[O:30])[CH:19]=2)=[O:13])[CH2:10][CH2:9]1. (9) Given the product [C:7]([O:11][C:12]([NH:14][C@@:15]1([C:50]([O:52][C:53]([CH3:56])([CH3:55])[CH3:54])=[O:51])[C@H:20]([O:21][CH2:22][C:23]2[CH:28]=[CH:27][C:26]([Cl:29])=[C:25]([Cl:30])[CH:24]=2)[C@@H:19]([OH:31])[C@@H:18]2[C@H:16]1[C@H:17]2[C:43]([O:45][C:46]([CH3:48])([CH3:47])[CH3:49])=[O:44])=[O:13])([CH3:10])([CH3:8])[CH3:9], predict the reactants needed to synthesize it. The reactants are: C(=O)([O-])[O-].[K+].[K+].[C:7]([O:11][C:12]([NH:14][C@@:15]1([C:50]([O:52][C:53]([CH3:56])([CH3:55])[CH3:54])=[O:51])[C@H:20]([O:21][CH2:22][C:23]2[CH:28]=[CH:27][C:26]([Cl:29])=[C:25]([Cl:30])[CH:24]=2)[C@@H:19]([O:31]C(C2C=CC([N+]([O-])=O)=CC=2)=O)[C@@H:18]2[C@H:16]1[C@H:17]2[C:43]([O:45][C:46]([CH3:49])([CH3:48])[CH3:47])=[O:44])=[O:13])([CH3:10])([CH3:9])[CH3:8].CO. (10) The reactants are: [CH2:1]([O:3][C:4](=[O:18])[CH2:5][C:6](=O)[CH2:7][S:8][C:9]1[CH:14]=[CH:13][CH:12]=[C:11]([O:15][CH3:16])[CH:10]=1)[CH3:2]. Given the product [CH2:1]([O:3][C:4](=[O:18])[CH2:5][C:6]1[C:14]2[CH:13]=[CH:12][C:11]([O:15][CH3:16])=[CH:10][C:9]=2[S:8][CH:7]=1)[CH3:2].[CH2:1]([O:3][C:4](=[O:18])[CH2:5][C:6]1[C:10]2[C:11]([O:15][CH3:16])=[CH:12][CH:13]=[CH:14][C:9]=2[S:8][CH:7]=1)[CH3:2], predict the reactants needed to synthesize it.